From a dataset of Experimentally validated miRNA-target interactions with 360,000+ pairs, plus equal number of negative samples. Binary Classification. Given a miRNA mature sequence and a target amino acid sequence, predict their likelihood of interaction. (1) The miRNA is hsa-miR-3915 with sequence UUGAGGAAAAGAUGGUCUUAUU. The protein sequence of the target gene is MGIVEPGCGDMLTGTEPMPSDEGRGPGADQQHRFFYPEPGAQDPTDRRAGSSLGTPYSGGALVPAAPGRFLGSFAYPPRAQVAGFPGPGEFFPPPAGAEGYPPVDGYPAPDPRAGLYPGPREDYALPAGLEVSGKLRVALSNHLLWSKFNQHQTEMIITKQGRRMFPFLSFTVAGLEPTSHYRMFVDVVLVDQHHWRYQSGKWVQCGKAEGSMPGNRLYVHPDSPNTGAHWMRQEVSFGKLKLTNNKGASNNVTQMIVLQSLHKYQPRLHIVEVNDGEPEAACSASNTHVFTFQETQFIA.... Result: 0 (no interaction). (2) The miRNA is mmu-miR-128-3p with sequence UCACAGUGAACCGGUCUCUUU. The protein sequence of the target gene is MAAVDDLQFEEFGNAATSLTANPDATTVNIEDPGETPKHQPGSPRGSGREEDDELLGNDDSDKTELLAGQKKSSPFWTFEYYQTFFDVDTYQVFDRIKGSLLPIPGKNFVRLYIRSNPDLYGPFWICATLVFAIAISGNLSNFLIHLGEKTYHYVPEFRKVSIAATIIYAYAWLVPLALWGFLMWRNSKVMNIVSYSFLEIVCVYGYSLFIYIPTAILWIIPQKAVRWILVMIALGISGSLLAMTFWPAVREDNRRVALATIVTIVLLHMLLSVGCLAYFFDAPEMDHLPTTTATPNQTV.... Result: 0 (no interaction). (3) The miRNA is hsa-miR-489-3p with sequence GUGACAUCACAUAUACGGCAGC. The protein sequence of the target gene is MNAQLTMEAIGELHGVSHEPVPAPADLLGGSPHARSSVAHRGSHLPPAHPRSMGMASLLDGGSGGGDYHHHHRAPEHSLAGPLHPTMTMACETPPGMSMPTTYTTLTPLQPLPPISTVSDKFPHHHHHHHHHHHPHHHQRLAGNVSGSFTLMRDERGLASMNNLYTPYHKDVAGMGQSLSPLSSSGLGSIHNSQQGLPHYAHPGAAMPTDKMLTPNGFEAHHPAMLGRHGEQHLTPTSAGMVPINGLPPHHPHAHLNAQGHGQLLGTAREPNPSVTGAQVSNGSNSGQMEEINTKEVAQR.... Result: 1 (interaction). (4) The miRNA is hsa-miR-548as-5p with sequence AAAAGUAAUUGCGGGUUUUGCC. The protein sequence of the target gene is MDPGQQPPPQPAPQGQGQPPSQPPQGQGPPSGPGQPAPAATQAAPQAPPAGHQIVHVRGDSETDLEALFNAVMNPKTANVPQTVPMRLRKLPDSFFKPPEPKSHSRQASTDAGTAGALTPQHVRAHSSPASLQLGAVSPGTLTPTGVVSGPAATPTAQHLRQSSFEIPDDVPLPAGWEMAKTSSGQRYFLNHIDQTTTWQDPRKAMLSQMNVTAPTSPPVQQNMMNSASGPLPDGWEQAMTQDGEIYYINHKNKTTSWLDPRLDPRFAMNQRISQSAPVKQPPPLAPQSPQGGVMGGSNS.... Result: 1 (interaction). (5) The miRNA is dme-miR-283-5p with sequence AAAUAUCAGCUGGUAAUUCUGG. Result: 0 (no interaction). The protein sequence of the target gene is MNPQCARCGKVVYPTEKVNCLDKYWHKGCFHCEVCKMALNMNNYKGYEKKPYCNAHYPKQSFTTVADTPENLRLKQQSELQSQVKYKRDFEESKGRGFSIVTDTPELQRLKRTQEQISNVKYHEDFEKTKGRGFTPVVDDPVTERVRKSTQVVSDAAYKGVQPHVVEMDRRPGIIVAPVLPGAYQQSHSQGYGYMHQTSVSSMRSMQPPAHLRTYRAMYDYSAQDEDEVSFRDGDYIVNVQPIDDGWMYGTVQRTGRTGMLPANYIEFVN. (6) The miRNA is hsa-miR-6822-3p with sequence AGGCUCUAACUGGCUUUCCCUGCA. The protein sequence of the target gene is MAAPRDNVTLLFKLYCLAVMTLMAAVYTIALRYTRTSDKELYFSTTAVCITEVIKLLLSVGILAKETGSLGRFKASLRENVLGSPKELLKLSVPSLVYAVQNNMAFLALSNLDAAVYQVTYQLKIPCTALCTVLMLNRTLSKLQWVSVFMLCAGVTLVQWKPAQATKVVVEQNPLLGFGAIAIAVLCSGFAGVYFEKVLKSSDTSLWVRNIQMYLSGIIVTLAGVYLSDGAEIKEKGFFYGYTYYVWFVIFLASVGGLYTSVVVKYTDNIMKGFSAAAAIVLSTIASVMLFGLQITLTFA.... Result: 1 (interaction). (7) The miRNA is mmu-miR-455-5p with sequence UAUGUGCCUUUGGACUACAUCG. The protein sequence of the target gene is MTSQPISNETIIMLPSNVINFSQAEKPEPTNQGQDSLKKRLQAKVKVIGVHSSLAGSILSALSALVGFILLSVNPAALNPASLQCKLDEKDIPTRLLLSYDYHSPYTMDCHRAKASLAGTLSLMLVSTVLEFCLAVLTAVLQWKQTV. Result: 0 (no interaction). (8) The miRNA is dme-miR-2a-3p with sequence UAUCACAGCCAGCUUUGAUGAGC. Result: 0 (no interaction). The protein sequence of the target gene is MESRGKSASSPKPDTKVPQATAEAKATPAADGKAPLTKPVKKDTQAEKQEQAAAPGPAATKKTPAKADPVLLNNHSNLKPAPTVPAAPSSPDATSEPKGPGDGAEEDESNTGGRGPWPCENLTPLLVAGGVAVATIALILGVAFLARKK. (9) The miRNA is hsa-miR-6515-3p with sequence UCUCUUCAUCUACCCCCCAG. The protein sequence of the target gene is MEGTHCTLQLHKPITELCYISFCLPKGEVRGFSYKGTVTLDRSNKGFHNCYQVREESDIISLSQEPDEHPGDIFFKQTPTKDILTELYKLTTERERLLTNLLSSDHILGITMGNQEGKLQELSVSLAPEDDCFQSAGDWQGELPVGPLNKRSTHGNKKPRRSSGRRESFGALPQKRTKRKGRGGRESAPLMGKDKICSSHSLPLSRTRPNLWVLEEKGNLLPNGALACSLQRRESCPPDIPKTPDTDLGFGSFETAFKDTGLGREVLPPDCSSTEAGGDGIRRPPSGLEHQQTGLSESHQ.... Result: 1 (interaction). (10) The miRNA is mmu-miR-30c-5p with sequence UGUAAACAUCCUACACUCUCAGC. The protein sequence of the target gene is MNPEEQIVTWLISLGVLESPKKTICDPEEFLKSSLKNGVVLCKLINRLMPGSVEKFCLDPQTEADCINNINDFLKGCATLQVEIFDPDDLYSGVNFSKVLSTLLAVNKATEDQLSERPCGRSSSLSAANTSQTNPQGAVSSTVSGLQRQSKTVEMTENGSHQLIVKARFNFKQTNEDELSVCKGDIIYVTRVEEGGWWEGTLNGRTGWFPSNYVREIKSSERPLSPKAVKGFETAPLTKNYYTVVLQNILDTEKEYAKELQSLLVTYLRPLQSNNNLSTVEVTSLLGNFEEVCTFQQTLC.... Result: 0 (no interaction).